Dataset: Forward reaction prediction with 1.9M reactions from USPTO patents (1976-2016). Task: Predict the product of the given reaction. (1) Given the reactants [OH:1][C:2]1[CH:9]=[CH:8][C:5]([CH2:6][OH:7])=[CH:4][CH:3]=1.[C:10](OC=C)(=[O:12])[CH3:11].C(OCC)(=O)C.CCCCCCC, predict the reaction product. The product is: [C:10]([O:7][CH2:6][C:5]1[CH:8]=[CH:9][C:2]([OH:1])=[CH:3][CH:4]=1)(=[O:12])[CH3:11]. (2) Given the reactants [C:1]1([C:14]2[CH:19]=[CH:18][CH:17]=[CH:16][CH:15]=2)[CH:6]=[CH:5][C:4]([C:7]([NH:9][CH2:10][C:11]([OH:13])=O)=[O:8])=[CH:3][CH:2]=1.CCN(C(C)C)C(C)C.C1C=CC2N(O)N=NC=2C=1.CCN=C=NCCCN(C)C.Cl.Cl.[CH3:52][N:53]([CH:64]1[CH2:69][CH2:68][NH:67][CH2:66][CH2:65]1)[C:54]1[CH:59]=[CH:58][CH:57]=[CH:56][C:55]=1[C:60]([F:63])([F:62])[F:61], predict the reaction product. The product is: [CH3:52][N:53]([C:54]1[CH:59]=[CH:58][CH:57]=[CH:56][C:55]=1[C:60]([F:63])([F:61])[F:62])[CH:64]1[CH2:69][CH2:68][N:67]([C:11](=[O:13])[CH2:10][NH:9][C:7]([C:4]2[CH:3]=[CH:2][C:1]([C:14]3[CH:19]=[CH:18][CH:17]=[CH:16][CH:15]=3)=[CH:6][CH:5]=2)=[O:8])[CH2:66][CH2:65]1. (3) Given the reactants NC1C=CC(C(OC)=O)=C(Cl)C=1[I:13].NC1C(I)=CC(C(OC)=O)=C(Cl)C=1.[NH2:27][C:28]1[C:37]([F:38])=[CH:36][C:31]([C:32]([O:34][CH3:35])=[O:33])=[C:30]([F:39])[CH:29]=1, predict the reaction product. The product is: [NH2:27][C:28]1[C:37]([F:38])=[CH:36][C:31]([C:32]([O:34][CH3:35])=[O:33])=[C:30]([F:39])[C:29]=1[I:13]. (4) Given the reactants [O:1]=[C:2]1[NH:7][C:6]2[CH:8]=[C:9]([C:12](=[CH:15][C:16]3[CH:21]=[CH:20][CH:19]=[CH:18][CH:17]=3)[CH:13]=O)[CH:10]=[CH:11][C:5]=2[O:4][CH2:3]1.[OH:22][CH2:23][CH2:24][CH2:25][CH2:26][CH2:27][C:28](=[S:30])[NH2:29].Cl.CO, predict the reaction product. The product is: [OH:22][CH2:23][CH2:24][CH2:25][CH2:26][CH2:27][C:28]1[S:30][CH:15]([C:16]2[CH:21]=[CH:20][CH:19]=[CH:18][CH:17]=2)[C:12]([C:9]2[CH:10]=[CH:11][C:5]3[O:4][CH2:3][C:2](=[O:1])[NH:7][C:6]=3[CH:8]=2)=[CH:13][N:29]=1.